Predict the reactants needed to synthesize the given product. From a dataset of Retrosynthesis with 50K atom-mapped reactions and 10 reaction types from USPTO. (1) The reactants are: Cc1ccc(N2CCN(C(=O)OC(C)(C)C)CC2)c(C)n1. Given the product Cc1ccc(N2CCNCC2)c(C)n1, predict the reactants needed to synthesize it. (2) Given the product COC(=O)c1ccc(Cl)c(OCC(=O)NC[C@@H](O)CN2CCC(Oc3ccc(Cl)c(Cl)c3C)CC2)c1, predict the reactants needed to synthesize it. The reactants are: COC(=O)c1ccc(Cl)c(OCC(=O)O)c1.Cc1c(OC2CCN(C[C@H](O)CN)CC2)ccc(Cl)c1Cl. (3) Given the product CC(=O)N1CCc2nc(N3CCC(C(=O)c4cc(Cl)ccc4F)CC3)c(NC(C)C)nc2C1, predict the reactants needed to synthesize it. The reactants are: CC(=O)OC(C)=O.CC(C)Nc1nc2c(nc1N1CCC(C(=O)c3cc(Cl)ccc3F)CC1)CCNC2.O=C(O)C(F)(F)F. (4) Given the product OCc1ncc(Br)cn1, predict the reactants needed to synthesize it. The reactants are: COC(=O)c1ncc(Br)cn1.